Dataset: Catalyst prediction with 721,799 reactions and 888 catalyst types from USPTO. Task: Predict which catalyst facilitates the given reaction. (1) Reactant: [Cl:1][C:2]1[CH:7]=[C:6]([Cl:8])[CH:5]=[CH:4][C:3]=1[CH2:9][N:10]1[C:15](=[O:16])[C:14]([C:17]([NH:19][CH2:20][C:21]([O:23]CC)=[O:22])=[O:18])=[C:13]([OH:26])[C:12]([C:27](OC)=[O:28])=[C:11]1[OH:31].[CH2:32]([NH2:37])[C:33]([CH3:36])([CH3:35])[CH3:34]. Product: [Cl:1][C:2]1[CH:7]=[C:6]([Cl:8])[CH:5]=[CH:4][C:3]=1[CH2:9][N:10]1[C:11]([OH:31])=[C:12]([C:27]([NH:37][CH2:32][C:33]([CH3:36])([CH3:35])[CH3:34])=[O:28])[C:13]([OH:26])=[C:14]([C:17]([NH:19][CH2:20][C:21]([OH:23])=[O:22])=[O:18])[C:15]1=[O:16]. The catalyst class is: 22. (2) Product: [Br:11][CH2:12][CH2:13][O:2][C:1]1[CH:8]=[CH:7][C:5]([OH:6])=[CH:4][CH:3]=1. The catalyst class is: 5. Reactant: [C:1]1([CH:8]=[CH:7][C:5]([OH:6])=[CH:4][CH:3]=1)[OH:2].[OH-].[K+].[Br:11][CH2:12][CH2:13]Br. (3) The catalyst class is: 3. Reactant: [OH:1][C:2]1[C:19]([NH:20][CH:21]2[CH2:26][CH2:25][O:24][CH2:23][CH2:22]2)=[CH:18][C:5]2[CH2:6][CH2:7][N:8]([C:11]([O:13][C:14]([CH3:17])([CH3:16])[CH3:15])=[O:12])[CH2:9][CH2:10][C:4]=2[CH:3]=1.C(=O)([O-])[O-].[K+].[K+].Br[CH2:34][C:35](OC)=[O:36].O. Product: [O:36]=[C:35]1[CH2:34][O:1][C:2]2[C:19](=[CH:18][C:5]3[CH2:6][CH2:7][N:8]([C:11]([O:13][C:14]([CH3:17])([CH3:16])[CH3:15])=[O:12])[CH2:9][CH2:10][C:4]=3[CH:3]=2)[N:20]1[CH:21]1[CH2:26][CH2:25][O:24][CH2:23][CH2:22]1. (4) Reactant: [H-].[Na+].[CH3:3][N:4]1[CH2:17][CH2:16][C:15]2[C:14]3[CH:13]=[C:12]([CH3:18])[CH:11]=[CH:10][C:9]=3[NH:8][C:7]=2[CH2:6][CH2:5]1.Cl[CH2:20][C:21]([N:23]1[CH2:28][CH2:27][CH:26]([CH3:29])[CH2:25][CH2:24]1)=[O:22].Cl. Product: [CH3:3][N:4]1[CH2:17][CH2:16][C:15]2[C:14]3[CH:13]=[C:12]([CH3:18])[CH:11]=[CH:10][C:9]=3[N:8]([CH2:20][C:21]([N:23]3[CH2:28][CH2:27][CH:26]([CH3:29])[CH2:25][CH2:24]3)=[O:22])[C:7]=2[CH2:6][CH2:5]1. The catalyst class is: 1. (5) Reactant: [CH3:1][O:2][C:3]1[CH:17]=[CH:16][C:6]([CH2:7][NH:8][C@@H:9]2[CH2:14][CH2:13][O:12][CH2:11][C@H:10]2[NH2:15])=[CH:5][CH:4]=1.C(N(CC)CC)C.Cl[C:26](Cl)([O:28]C(=O)OC(Cl)(Cl)Cl)Cl. Product: [CH3:1][O:2][C:3]1[CH:4]=[CH:5][C:6]([CH2:7][N:8]2[C@@H:9]3[CH2:14][CH2:13][O:12][CH2:11][C@H:10]3[NH:15][C:26]2=[O:28])=[CH:16][CH:17]=1. The catalyst class is: 20. (6) Reactant: Cl[C:2]1[N:11]=[C:10]([NH:12][CH2:13][CH2:14][N:15]2[CH2:19][CH2:18][CH2:17][CH2:16]2)[C:9]2[C:4](=[CH:5][CH:6]=[CH:7][CH:8]=2)[N:3]=1.[NH2:20][CH2:21][CH2:22][CH2:23][N:24]1[CH2:29][CH2:28][CH:27]([C:30]2[CH:31]=[C:32]([NH:36][C:37](=[O:39])[CH3:38])[CH:33]=[CH:34][CH:35]=2)[CH2:26][CH2:25]1. Product: [N:15]1([CH2:14][CH2:13][NH:12][C:10]2[C:9]3[C:4](=[CH:5][CH:6]=[CH:7][CH:8]=3)[N:3]=[C:2]([NH:20][CH2:21][CH2:22][CH2:23][N:24]3[CH2:29][CH2:28][CH:27]([C:30]4[CH:31]=[C:32]([NH:36][C:37](=[O:39])[CH3:38])[CH:33]=[CH:34][CH:35]=4)[CH2:26][CH2:25]3)[N:11]=2)[CH2:19][CH2:18][CH2:17][CH2:16]1. The catalyst class is: 8.